From a dataset of Catalyst prediction with 721,799 reactions and 888 catalyst types from USPTO. Predict which catalyst facilitates the given reaction. (1) Reactant: CO.C(OC(=O)[N:9]([CH2:31][C:32]1[CH:41]=[CH:40][C:35]2[O:36][CH2:37][CH2:38][O:39][C:34]=2[CH:33]=1)[CH:10]1[CH2:15][CH2:14][N:13]([CH2:16][CH2:17][N:18]2[C:27]3[C:22](=[CH:23][CH:24]=[C:25]([F:28])[CH:26]=3)[C:21]([CH3:29])=[CH:20][C:19]2=[O:30])[CH2:12][CH2:11]1)(C)(C)C.[ClH:43].C(OCC)(=O)C. Product: [ClH:43].[O:36]1[C:35]2[CH:40]=[CH:41][C:32]([CH2:31][NH:9][CH:10]3[CH2:15][CH2:14][N:13]([CH2:16][CH2:17][N:18]4[C:27]5[C:22](=[CH:23][CH:24]=[C:25]([F:28])[CH:26]=5)[C:21]([CH3:29])=[CH:20][C:19]4=[O:30])[CH2:12][CH2:11]3)=[CH:33][C:34]=2[O:39][CH2:38][CH2:37]1. The catalyst class is: 13. (2) Reactant: Cl[C:2]1[C:18]([C:19]#[N:20])=[CH:17][C:5]([C:6]([O:8][CH2:9][C:10]2[CH:15]=[CH:14][C:13]([F:16])=[CH:12][CH:11]=2)=[O:7])=[C:4]([CH3:21])[N:3]=1.CCN(C(C)C)C(C)C.[CH2:31]([S:38]([NH:41][C:42]([CH:44]1[CH2:49][CH2:48][NH:47][CH2:46][CH2:45]1)=[O:43])(=[O:40])=[O:39])[C:32]1[CH:37]=[CH:36][CH:35]=[CH:34][CH:33]=1.C([O-])(O)=O.[Na+]. Product: [CH2:31]([S:38]([NH:41][C:42]([CH:44]1[CH2:49][CH2:48][N:47]([C:2]2[C:18]([C:19]#[N:20])=[CH:17][C:5]([C:6]([O:8][CH2:9][C:10]3[CH:15]=[CH:14][C:13]([F:16])=[CH:12][CH:11]=3)=[O:7])=[C:4]([CH3:21])[N:3]=2)[CH2:46][CH2:45]1)=[O:43])(=[O:39])=[O:40])[C:32]1[CH:33]=[CH:34][CH:35]=[CH:36][CH:37]=1. The catalyst class is: 36. (3) Reactant: [OH-].[Na+].C([SiH2][O:8][C:9](C)(C)[C:10]1[CH:11]=[C:12]([CH:19]=[CH:20][C:21]=1[Cl:22])[CH2:13][NH:14][C:15](=[O:18])[CH2:16][CH3:17])(C)(C)C. The catalyst class is: 5. Product: [Cl:22][C:21]1[CH:20]=[CH:19][C:12]([CH2:13][NH:14][C:15](=[O:18])[CH2:16][CH3:17])=[CH:11][C:10]=1[CH2:9][OH:8]. (4) Reactant: [OH:1][C:2]1[C:16]([N+:17]([O-])=O)=[CH:15][CH:14]=[CH:13][C:3]=1[C:4]([CH2:6][NH:7][CH2:8][C:9]([O:11][CH3:12])=[O:10])=[O:5].[H][H]. Product: [NH2:17][C:16]1[C:2]([OH:1])=[C:3]([CH:13]=[CH:14][CH:15]=1)[C:4]([CH2:6][NH:7][CH2:8][C:9]([O:11][CH3:12])=[O:10])=[O:5]. The catalyst class is: 19. (5) Reactant: [NH2:1][C:2]1[N:7]=[CH:6][N:5]=[C:4]2[N:8]([CH2:25][C@@H:26]3[CH2:30][CH2:29][CH2:28][N:27]3[C:31](=[O:35])[CH2:32][C:33]#[N:34])[N:9]=[C:10]([C:11]3[CH:16]=[CH:15][C:14]([O:17][C:18]4[CH:23]=[CH:22][CH:21]=[CH:20][CH:19]=4)=[CH:13][C:12]=3[F:24])[C:3]=12.N1CCCCC1.[CH3:42][C:43]([N:47]1[CH2:52][CH2:51][CH2:50][CH2:49][CH2:48]1)([CH3:46])[CH:44]=O. Product: [NH2:1][C:2]1[N:7]=[CH:6][N:5]=[C:4]2[N:8]([CH2:25][C@@H:26]3[CH2:30][CH2:29][CH2:28][N:27]3[C:31]([C:32](=[CH:42][C:43]([CH3:46])([N:47]3[CH2:52][CH2:51][CH2:50][CH2:49][CH2:48]3)[CH3:44])[C:33]#[N:34])=[O:35])[N:9]=[C:10]([C:11]3[CH:16]=[CH:15][C:14]([O:17][C:18]4[CH:19]=[CH:20][CH:21]=[CH:22][CH:23]=4)=[CH:13][C:12]=3[F:24])[C:3]=12. The catalyst class is: 11. (6) Reactant: [NH:1]1[C:5]2[CH:6]=[CH:7][CH:8]=[CH:9][C:4]=2[N:3]=[C:2]1[N:10]([CH2:21][C:22]1[CH:30]=[CH:29][C:25]([C:26](O)=[O:27])=[CH:24][CH:23]=1)[CH:11]1[CH2:16][CH2:15][CH:14]([C:17]([CH3:20])([CH3:19])[CH3:18])[CH2:13][CH2:12]1.C([O:35][C:36](=[O:40])[CH2:37][CH2:38][NH2:39])(C)(C)C.C1C=CC2N(O)N=NC=2C=1.C(Cl)CCl.CCN(C(C)C)C(C)C. Product: [NH:1]1[C:5]2[CH:6]=[CH:7][CH:8]=[CH:9][C:4]=2[N:3]=[C:2]1[N:10]([CH2:21][C:22]1[CH:30]=[CH:29][C:25]([C:26]([NH:39][CH2:38][CH2:37][C:36]([OH:35])=[O:40])=[O:27])=[CH:24][CH:23]=1)[CH:11]1[CH2:16][CH2:15][CH:14]([C:17]([CH3:20])([CH3:18])[CH3:19])[CH2:13][CH2:12]1. The catalyst class is: 3. (7) Reactant: [O:1]=[C:2]1[NH:8][C:7]2[CH:9]=[C:10]([C:13]([F:16])([F:15])[F:14])[CH:11]=[CH:12][C:6]=2[C:5](=[O:17])[CH:4](C(OC)=O)[CH2:3]1.O. Product: [F:16][C:13]([F:14])([F:15])[C:10]1[CH:11]=[CH:12][C:6]2[C:5](=[O:17])[CH2:4][CH2:3][C:2](=[O:1])[NH:8][C:7]=2[CH:9]=1. The catalyst class is: 37.